This data is from Catalyst prediction with 721,799 reactions and 888 catalyst types from USPTO. The task is: Predict which catalyst facilitates the given reaction. (1) Reactant: [CH2:1]([O:8][C:9]1[C:14]([O:15][CH3:16])=[CH:13][C:12]([C:17]([N:19]2[CH2:24][CH2:23][N:22]([C:25]3[CH:30]=[CH:29][CH:28]=[CH:27][C:26]=3[O:31][CH3:32])[CH2:21][CH2:20]2)=[O:18])=[C:11]([N+:33]([O-])=O)[CH:10]=1)[C:2]1[CH:7]=[CH:6][CH:5]=[CH:4][CH:3]=1.O.O.Cl[Sn]Cl. Product: [NH2:33][C:11]1[CH:10]=[C:9]([O:8][CH2:1][C:2]2[CH:3]=[CH:4][CH:5]=[CH:6][CH:7]=2)[C:14]([O:15][CH3:16])=[CH:13][C:12]=1[C:17]([N:19]1[CH2:20][CH2:21][N:22]([C:25]2[CH:30]=[CH:29][CH:28]=[CH:27][C:26]=2[O:31][CH3:32])[CH2:23][CH2:24]1)=[O:18]. The catalyst class is: 5. (2) Reactant: [NH2:1][C:2]1[CH:3]=[C:4]([CH:21]=[CH:22][CH:23]=1)[O:5][C:6]1[CH:7]=[CH:8][C:9]2[N:13]=[C:12]([NH:14][C:15]([CH:17]3[CH2:19][CH2:18]3)=[O:16])[NH:11][C:10]=2[CH:20]=1.[C:24]([C:26]([C:29]1[CH:30]=[C:31]([CH:35]=[CH:36][CH:37]=1)[C:32](O)=[O:33])([CH3:28])[CH3:27])#[N:25].Cl.C(N=C=NCCCN(C)C)C. Product: [C:24]([C:26]([C:29]1[CH:30]=[C:31]([CH:35]=[CH:36][CH:37]=1)[C:32]([NH:1][C:2]1[CH:23]=[CH:22][CH:21]=[C:4]([O:5][C:6]2[CH:7]=[CH:8][C:9]3[N:13]=[C:12]([NH:14][C:15]([CH:17]4[CH2:19][CH2:18]4)=[O:16])[NH:11][C:10]=3[CH:20]=2)[CH:3]=1)=[O:33])([CH3:28])[CH3:27])#[N:25]. The catalyst class is: 341.